Dataset: Catalyst prediction with 721,799 reactions and 888 catalyst types from USPTO. Task: Predict which catalyst facilitates the given reaction. (1) Reactant: [O:1]=[S:2]1(=[O:20])[CH:6]=[CH:5][C:4]2[CH:7]=[C:8]([B:11]3[O:15][C:14]([CH3:17])([CH3:16])[C:13]([CH3:19])([CH3:18])[O:12]3)[CH:9]=[CH:10][C:3]1=2. Product: [O:20]=[S:2]1(=[O:1])[CH2:6][CH2:5][C:4]2[CH:7]=[C:8]([B:11]3[O:15][C:14]([CH3:16])([CH3:17])[C:13]([CH3:19])([CH3:18])[O:12]3)[CH:9]=[CH:10][C:3]1=2. The catalyst class is: 312. (2) Reactant: [Cl:1][C:2]1[N:7]=[C:6]([NH:8][CH3:9])[N:5]=[C:4]([N:10]2[CH2:15][CH2:14][CH:13]([C:16]([O:18]CC)=[O:17])[CH2:12][CH2:11]2)[N:3]=1.O.[OH-].[Li+].O.CO. Product: [Cl:1][C:2]1[N:7]=[C:6]([NH:8][CH3:9])[N:5]=[C:4]([N:10]2[CH2:15][CH2:14][CH:13]([C:16]([OH:18])=[O:17])[CH2:12][CH2:11]2)[N:3]=1. The catalyst class is: 54. (3) Reactant: [CH3:1][C:2]1[CH:7]=[CH:6][N:5]2[C:8]([C:11]3[CH:20]=[CH:19][C:18]4[C:13](=[C:14]([OH:21])[CH:15]=[CH:16][CH:17]=4)[N:12]=3)=[N:9][N:10]=[C:4]2[CH:3]=1.[C:22]([O:26][C:27]([N:29]1[CH2:36][CH2:35][C:32]2([O:34][CH2:33]2)[CH2:31][CH2:30]1)=[O:28])([CH3:25])([CH3:24])[CH3:23].C(=O)([O-])[O-].[Cs+].[Cs+]. Product: [OH:34][C:32]1([CH2:33][O:21][C:14]2[CH:15]=[CH:16][CH:17]=[C:18]3[C:13]=2[N:12]=[C:11]([C:8]2[N:5]4[CH:6]=[CH:7][C:2]([CH3:1])=[CH:3][C:4]4=[N:10][N:9]=2)[CH:20]=[CH:19]3)[CH2:31][CH2:30][N:29]([C:27]([O:26][C:22]([CH3:25])([CH3:24])[CH3:23])=[O:28])[CH2:36][CH2:35]1. The catalyst class is: 44.